From a dataset of Experimentally validated miRNA-target interactions with 360,000+ pairs, plus equal number of negative samples. Binary Classification. Given a miRNA mature sequence and a target amino acid sequence, predict their likelihood of interaction. (1) The miRNA is hsa-miR-4753-3p with sequence UUCUCUUUCUUUAGCCUUGUGU. The protein sequence of the target gene is MSEPKAIDPKLSTTDRVVKAVPFPPSHRLTAKEVFDNDGKPRVDILKAHLMKEGRLEESVALRIITEGASILRQEKNLLDIDAPVTVCGDIHGQFFDLMKLFEVGGSPANTRYLFLGDYVDRGYFSIECVLYLWALKILYPKTLFLLRGNHECRHLTEYFTFKQECKIKYSERVYDACMDAFDCLPLAALMNQQFLCVHGGLSPEINTLDDIRKLDRFKEPPAYGPMCDILWSDPLEDFGNEKTQEHFTHNTVRGCSYFYSYPAVCDFLQHNNLLSILRAHEAQDAGYRMYRKSQTTGFP.... Result: 0 (no interaction). (2) The miRNA is hsa-miR-1281 with sequence UCGCCUCCUCCUCUCCC. The protein sequence of the target gene is MSSTQFNKGPSYGLSAEVKNRLLSKYDPQKEAELRTWIEGLTGLSIGPDFQKGLKDGTILCTLMNKLQPGSVPKINRSMQNWHQLENLSNFIKAMVSYGMNPVDLFEANDLFESGNMTQVQVSLLALAGKAKTKGLQSGVDIGVKYSEKQERNFDDATMKAGQCVIGLQMGTNKCASQSGMTAYGTRRHLYDPKNHILPPMDHSTISLQMGTNKCASQVGMTAPGTRRHIYDTKLGTDKCDNSSMSLQMGYTQGANQSGQVFGLGRQIYDPKYCPQGTVADGAPSGTGDCPDPGEVPEYP.... Result: 0 (no interaction). (3) The miRNA is mmu-miR-199a-5p with sequence CCCAGUGUUCAGACUACCUGUUC. Result: 0 (no interaction). The protein sequence of the target gene is MKTFIALLALLTVVSAEVHQFNIGYRPNMRQRMNAKGKLAEYEKERNELLSKKSLQLASSSSPVIDYEDMAYMVQISLGSPAQNFVLFIDSGSSNLWVPDITCAGGKDATCGSYCKSTPYDACLTFCQEECCTKTVEGVKVLSTTDACQSKHRFNSSLSSSYVTNGQKFDMTYNTGEVKGFFGVDTFCFTNTSVCATGQVFGQATTIGEAFAKQPEDGIIGLGWPALAVNQQTPPLFNLMNQGKLDQPYFVVYLANIGPTSQINGGAFTVGGLDTTHCSSNVDWVPLSTQTFWQFKLGGV.... (4) The miRNA is hsa-miR-564 with sequence AGGCACGGUGUCAGCAGGC. The protein sequence of the target gene is MAAAGLALLCRRVSSALKSSRSLITPQVPACTGFFLSLLPKSTPNVTSFHQYRLLHTTLSRKGLEEFFDDPKNWGQEKVKSGAAWTCQQLRNKSNEDLHKLWYVLLKERNMLLTLEQEAKRQRLPMPSPERLDKVVDSMDALDKVVQEREDALRLLQTGQERARPGAWRRDIFGRIIWHKFKQWVIPWHLNKRYNRKRFFALPYVDHFLRLEREKRARIKARKENLERKKAKILLKKFPHLAEAQKSSLV. Result: 0 (no interaction). (5) The miRNA is hsa-miR-4720-3p with sequence UGCUUAAGUUGUACCAAGUAU. The protein sequence of the target gene is MALSSRAHAFSVEALMGRPSKRKAQDPREEMQPELQEEQFVEEGEEILRSPSRDSQQPEKRLKAESSKTVFSCSDESNSQESLQEESVIQVELQGSDLWKRFHDIGTEMIITKAGRRMFPSVRIKVKGMDPVKQYYVILDVVPVDSKRYRYVYHSSQWMVAGNTDHSCITPRFYVHPDSPCSGENWMRQIISFDRVKLTNNEMDDKGHIILQSMHKYNPRVHVVEQDSRIDLSLIESFPTEGVKTFSFKETEFTTVTAYQNQQITKLKIDRNPFAKGFRDPGRNRGVLDGFLETYPWMPS.... Result: 0 (no interaction).